From a dataset of Forward reaction prediction with 1.9M reactions from USPTO patents (1976-2016). Predict the product of the given reaction. (1) Given the reactants [C:1]([O:5][C:6](=[O:47])[CH:7]([NH:36][C:37]([O:39][CH2:40][C:41]1[CH:46]=[CH:45][CH:44]=[CH:43][CH:42]=1)=[O:38])[CH2:8][NH:9][C:10]1[C:15]([CH3:16])=[C:14]([N:17]2[CH2:22][CH2:21][CH:20]([C:23]3[CH:28]=[CH:27][CH:26]=[C:25]([N:29]4C(C)=CC=C4C)[N:24]=3)[CH2:19][CH2:18]2)[N:13]=[CH:12][N:11]=1)([CH3:4])([CH3:3])[CH3:2].Cl.NO, predict the reaction product. The product is: [C:1]([O:5][C:6](=[O:47])[CH:7]([NH:36][C:37]([O:39][CH2:40][C:41]1[CH:42]=[CH:43][CH:44]=[CH:45][CH:46]=1)=[O:38])[CH2:8][NH:9][C:10]1[C:15]([CH3:16])=[C:14]([N:17]2[CH2:22][CH2:21][CH:20]([C:23]3[CH:28]=[CH:27][CH:26]=[C:25]([NH2:29])[N:24]=3)[CH2:19][CH2:18]2)[N:13]=[CH:12][N:11]=1)([CH3:4])([CH3:2])[CH3:3]. (2) Given the reactants [C:1]([N:4]1[C:13]2[C:8](=[CH:9][C:10]([C:17]3[CH:18]=[N:19][N:20]([CH:22]4[CH2:24][CH2:23]4)[CH:21]=3)=[C:11]([N+:14]([O-])=O)[CH:12]=2)[N:7]([C:25]([O:27][CH:28]([CH3:30])[CH3:29])=[O:26])[CH2:6][C@@H:5]1[CH3:31])(=[O:3])[CH3:2], predict the reaction product. The product is: [C:1]([N:4]1[C:13]2[C:8](=[CH:9][C:10]([C:17]3[CH:18]=[N:19][N:20]([CH:22]4[CH2:24][CH2:23]4)[CH:21]=3)=[C:11]([NH2:14])[CH:12]=2)[N:7]([C:25]([O:27][CH:28]([CH3:30])[CH3:29])=[O:26])[CH2:6][C@@H:5]1[CH3:31])(=[O:3])[CH3:2]. (3) Given the reactants [C:1]([NH:5][C:6]1[CH:7]=[C:8]([NH:12][C:13]2[C:18]([Cl:19])=[CH:17][N:16]=[C:15]([NH:20][C:21]3[CH:22]=[N:23][N:24]([CH:26]4[CH2:31][CH2:30][N:29](C(OC(C)(C)C)=O)[CH2:28][CH2:27]4)[CH:25]=3)[N:14]=2)[CH:9]=[CH:10][CH:11]=1)(=[O:4])[CH:2]=[CH2:3].[C:39]([OH:45])([C:41]([F:44])([F:43])[F:42])=[O:40].CO.ClCCl, predict the reaction product. The product is: [F:42][C:41]([F:44])([F:43])[C:39]([OH:45])=[O:40].[Cl:19][C:18]1[C:13]([NH:12][C:8]2[CH:7]=[C:6]([NH:5][C:1](=[O:4])[CH:2]=[CH2:3])[CH:11]=[CH:10][CH:9]=2)=[N:14][C:15]([NH:20][C:21]2[CH:22]=[N:23][N:24]([CH:26]3[CH2:27][CH2:28][NH:29][CH2:30][CH2:31]3)[CH:25]=2)=[N:16][CH:17]=1. (4) Given the reactants Cl.[Cl:2][C:3]1[CH:17]=[CH:16][C:6]([CH2:7][NH:8]C(=O)OC(C)(C)C)=[CH:5][C:4]=1[NH:18][C:19]1[N:23]([CH3:24])[C:22]2[CH:25]=[C:26]([N:30]3[CH2:35][CH2:34][CH2:33][CH:32]([C:36]([F:39])([F:38])[F:37])[CH2:31]3)[C:27]([Cl:29])=[CH:28][C:21]=2[N:20]=1, predict the reaction product. The product is: [Cl:2][C:3]1[CH:17]=[CH:16][C:6]([CH2:7][NH2:8])=[CH:5][C:4]=1[NH:18][C:19]1[N:23]([CH3:24])[C:22]2[CH:25]=[C:26]([N:30]3[CH2:35][CH2:34][CH2:33][CH:32]([C:36]([F:38])([F:37])[F:39])[CH2:31]3)[C:27]([Cl:29])=[CH:28][C:21]=2[N:20]=1. (5) The product is: [Br:16][C:17]1[CH:18]=[N:19][N:20]2[CH:25]=[CH:24][C:23]([N:9]3[C@@H:8]([C:5]4[CH:4]=[CH:3][C:2]([F:1])=[CH:7][N:6]=4)[CH2:12][O:11][C:10]3=[O:13])=[N:22][C:21]=12. Given the reactants [F:1][C:2]1[CH:3]=[CH:4][C:5]([C@H:8]2[CH2:12][O:11][C:10](=[O:13])[NH:9]2)=[N:6][CH:7]=1.[H-].[Na+].[Br:16][C:17]1[CH:18]=[N:19][N:20]2[CH:25]=[CH:24][C:23](Cl)=[N:22][C:21]=12.O, predict the reaction product.